This data is from Forward reaction prediction with 1.9M reactions from USPTO patents (1976-2016). The task is: Predict the product of the given reaction. (1) Given the reactants [NH2:1][C:2]1[CH:11]=[CH:10][CH:9]=[C:8]2[C:3]=1[CH:4]=[C:5]([C:12]([O:14][CH3:15])=[O:13])[N:6]=[CH:7]2.C1(C)C=CC=CC=1.[Br:23][C:24]1[CH:29]=[CH:28][C:27]([CH2:30][N:31]=[C:32]=[O:33])=[CH:26][CH:25]=1, predict the reaction product. The product is: [Br:23][C:24]1[CH:25]=[CH:26][C:27]([CH2:30][NH:31][C:32]([NH:1][C:2]2[CH:11]=[CH:10][CH:9]=[C:8]3[C:3]=2[CH:4]=[C:5]([C:12]([O:14][CH3:15])=[O:13])[N:6]=[CH:7]3)=[O:33])=[CH:28][CH:29]=1. (2) The product is: [NH:13]1[C:14]2[C:19](=[CH:18][CH:17]=[CH:16][CH:15]=2)[C:11]([CH:8]2[CH2:7][CH2:6][C:5](=[O:4])[CH2:10][CH2:9]2)=[CH:12]1. Given the reactants O1[C:5]2([CH2:10][CH2:9][CH:8]([C:11]3[C:19]4[C:14](=[CH:15][CH:16]=[CH:17][CH:18]=4)[NH:13][CH:12]=3)[CH2:7][CH2:6]2)[O:4]CC1.CN(C=O)C.Cl, predict the reaction product. (3) Given the reactants CC(P(C(C)(C)C)[C:6]1[C:11]([C:6]2[CH:11]=[CH:10][CH:9]=[CH:8][CH:7]=2)=[CH:10][CH:9]=[CH:8][CH:7]=1)(C)C.[C:22]1([C:28]#[C:29][P:30](=[O:35])([OH:34])[O:31][CH2:32][CH3:33])[CH:27]=[CH:26][CH:25]=[CH:24][CH:23]=1.C#CCCCC, predict the reaction product. The product is: [CH2:32]([O:31][P:30]1(=[O:34])[CH:29]=[C:28]([C:22]2[CH:23]=[CH:24][CH:25]=[CH:26][CH:27]=2)[CH:11]=[C:6]([CH2:7][CH2:8][CH2:9][CH3:10])[O:35]1)[CH3:33]. (4) Given the reactants [CH3:1][C:2]1[C:6]([CH:7]=O)=[CH:5][NH:4][N:3]=1.[CH3:9][C:10]([S@:13]([NH2:15])=[O:14])([CH3:12])[CH3:11], predict the reaction product. The product is: [CH3:9][C:10]([S@:13](/[N:15]=[CH:7]/[C:6]1[C:2]([CH3:1])=[N:3][NH:4][CH:5]=1)=[O:14])([CH3:12])[CH3:11]. (5) Given the reactants [Cl:1][C:2]1[CH:10]=[CH:9][CH:8]=[C:7]([F:11])[C:3]=1[C:4]([OH:6])=O.[CH3:12][C:13]1[N:18]=[CH:17][C:16]([CH:19]([C:22]2[CH:27]=[CH:26][N:25]=[CH:24][CH:23]=2)[CH2:20][NH2:21])=[CH:15][N:14]=1, predict the reaction product. The product is: [Cl:1][C:2]1[CH:10]=[CH:9][CH:8]=[C:7]([F:11])[C:3]=1[C:4]([NH:21][CH2:20][CH:19]([C:16]1[CH:17]=[N:18][C:13]([CH3:12])=[N:14][CH:15]=1)[C:22]1[CH:23]=[CH:24][N:25]=[CH:26][CH:27]=1)=[O:6]. (6) Given the reactants C[O:2][C:3]([C@@H:5]1[CH2:9][C@H:8]([NH:10][C:11]([C:13]2[CH:22]=[CH:21][C:20]3[C:15](=[CH:16][CH:17]=[CH:18][CH:19]=3)[C:14]=2[OH:23])=[O:12])[CH2:7][N:6]1[CH2:24][CH:25]1[CH2:30][CH2:29][CH2:28][CH2:27][CH2:26]1)=[O:4].[OH-].[Li+].Cl, predict the reaction product. The product is: [CH:25]1([CH2:24][N:6]2[CH2:7][C@@H:8]([NH:10][C:11]([C:13]3[CH:22]=[CH:21][C:20]4[C:15](=[CH:16][CH:17]=[CH:18][CH:19]=4)[C:14]=3[OH:23])=[O:12])[CH2:9][C@H:5]2[C:3]([OH:4])=[O:2])[CH2:30][CH2:29][CH2:28][CH2:27][CH2:26]1.